Regression/Classification. Given a drug SMILES string, predict its absorption, distribution, metabolism, or excretion properties. Task type varies by dataset: regression for continuous measurements (e.g., permeability, clearance, half-life) or binary classification for categorical outcomes (e.g., BBB penetration, CYP inhibition). For this dataset (caco2_wang), we predict Y. From a dataset of Caco-2 cell permeability data measuring drug intestinal absorption for ~900 compounds. (1) The compound is CN1C(=O)CC(N2CCCN(CCCN3c4ccccc4CCc4ccc(CC(=O)O)cc43)CC2)N(C)C1=O. The Y is -5.59 log Papp (cm/s). (2) The compound is COC(=O)C1CCCCN1C(=O)CC(Cc1cccc(C(=N)N)c1)NS(=O)(=O)c1ccc2ccccc2c1. The Y is -7.12 log Papp (cm/s). (3) The molecule is CC[C@@]1(O)C(=O)OCc2c1cc1n(c2=O)Cc2cc3ccccc3nc2-1. The Y is -4.11 log Papp (cm/s). (4) The compound is O=C(NC1(C(=O)N[C@H](Cc2ccccc2)C(=O)NCC2CCN(CC3CCOCC3)CC2)CCCC1)c1cc2ccc(C(F)(F)F)cc2s1. The Y is -5.19 log Papp (cm/s). (5) The molecule is CC(=O)c1ccc(N2CC(CO)OC2=O)cc1. The Y is -4.18 log Papp (cm/s). (6) The drug is C[C@@H]1O[C@@H](c2ccc(N(O)O)cc2)OC[C@H]1N. The Y is -4.89 log Papp (cm/s). (7) The compound is O=C1c2c(O)cc(O)cc2OC(c2ccc(O)c(O)c2)C1O. The Y is -6.51 log Papp (cm/s).